From a dataset of Peptide-MHC class I binding affinity with 185,985 pairs from IEDB/IMGT. Regression. Given a peptide amino acid sequence and an MHC pseudo amino acid sequence, predict their binding affinity value. This is MHC class I binding data. (1) The peptide sequence is DRAHYNIVTFC. The MHC is H-2-Db with pseudo-sequence H-2-Db. The binding affinity (normalized) is 0. (2) The MHC is Mamu-A11 with pseudo-sequence Mamu-A11. The peptide sequence is APNLWVTVY. The binding affinity (normalized) is 0.111. (3) The peptide sequence is FLRRRRAAL. The MHC is BoLA-T2C with pseudo-sequence YYIIYRNISDTSFVSNLYLLYTYYSMAVQNYEWH. The binding affinity (normalized) is 0.326.